This data is from Peptide-MHC class I binding affinity with 185,985 pairs from IEDB/IMGT. The task is: Regression. Given a peptide amino acid sequence and an MHC pseudo amino acid sequence, predict their binding affinity value. This is MHC class I binding data. (1) The peptide sequence is HLLCQAFSV. The MHC is HLA-A25:01 with pseudo-sequence HLA-A25:01. The binding affinity (normalized) is 0.0847. (2) The peptide sequence is GTFKSVAVK. The MHC is HLA-A03:01 with pseudo-sequence HLA-A03:01. The binding affinity (normalized) is 0.686. (3) The peptide sequence is SVFELSNFA. The MHC is HLA-B15:17 with pseudo-sequence HLA-B15:17. The binding affinity (normalized) is 0.0847.